From a dataset of Reaction yield outcomes from USPTO patents with 853,638 reactions. Predict the reaction yield, written as a fraction of the theoretical maximum amount of product (1.0 means a 100% yield; for example, 0.34 means a 34% yield). (1) The reactants are [F:1][C:2]1[C:3](I)=[N:4][CH:5]=[CH:6][CH:7]=1.[CH2:9]([C:13]1[O:14][C:15]2[CH:21]=[CH:20][CH:19]=[CH:18][C:16]=2[N:17]=1)[CH2:10][C:11]#[CH:12]. The catalyst is C(N(CC)CC)C.[Cu](I)I.Cl[Pd](Cl)([P](C1C=CC=CC=1)(C1C=CC=CC=1)C1C=CC=CC=1)[P](C1C=CC=CC=1)(C1C=CC=CC=1)C1C=CC=CC=1. The product is [F:1][C:2]1[C:3]([C:12]#[C:11][CH2:10][CH2:9][C:13]2[O:14][C:15]3[CH:21]=[CH:20][CH:19]=[CH:18][C:16]=3[N:17]=2)=[N:4][CH:5]=[CH:6][CH:7]=1. The yield is 0.150. (2) The yield is 0.380. The catalyst is CN1CCCC1=O. The product is [Cl:9][C:10]1[CH:15]=[C:14]([Cl:16])[C:13]([O:17][CH3:18])=[CH:12][C:11]=1[NH:19][C:20]1[C:25]([C:26]#[N:27])=[CH:24][N:23]=[C:22]2[CH:28]=[C:29](/[CH:31]=[CH:32]/[N:2]3[N:3]=[CH:4][CH:5]=[N:1]3)[S:30][C:21]=12. The reactants are [NH:1]1[CH:5]=[CH:4][N:3]=[N:2]1.O.[OH-].[Cs+].[Cl:9][C:10]1[CH:15]=[C:14]([Cl:16])[C:13]([O:17][CH3:18])=[CH:12][C:11]=1[NH:19][C:20]1[C:25]([C:26]#[N:27])=[CH:24][N:23]=[C:22]2[CH:28]=[C:29]([C:31]#[CH:32])[S:30][C:21]=12. (3) The reactants are [F:1][C:2]1[CH:7]=[C:6]([N:8]2[CH2:12][CH2:11][NH:10][C:9]2=[O:13])[CH:5]=[CH:4][C:3]=1[N:14]1[CH:19]=[C:18]([O:20][CH3:21])[C:17](=[O:22])[C:16]([C:23]2[N:27]([C:28]3[CH:33]=[CH:32][CH:31]=[CH:30][CH:29]=3)[N:26]=[CH:25][CH:24]=2)=[N:15]1.Cl[C:35]([F:40])([F:39])C([O-])=O.[Na+].C1OCCOCCOCCOCCOCCOC1. The catalyst is C(#N)C. The product is [F:39][CH:35]([F:40])[N:10]1[CH2:11][CH2:12][N:8]([C:6]2[CH:5]=[CH:4][C:3]([N:14]3[CH:19]=[C:18]([O:20][CH3:21])[C:17](=[O:22])[C:16]([C:23]4[N:27]([C:28]5[CH:29]=[CH:30][CH:31]=[CH:32][CH:33]=5)[N:26]=[CH:25][CH:24]=4)=[N:15]3)=[C:2]([F:1])[CH:7]=2)[C:9]1=[O:13]. The yield is 0.0230. (4) The reactants are Br[C:2]1[N:7]=[C:6]([C:8]2[NH:9][C:10](=[O:22])[C:11]3[C:16]([CH:17]=2)=[CH:15][C:14]([O:18][CH3:19])=[CH:13][C:12]=3[O:20][CH3:21])[CH:5]=[CH:4][CH:3]=1.[CH3:23][N:24]([CH3:42])[C:25](=[O:41])[C:26]1[CH:31]=[CH:30][C:29](B2OC(C)(C)C(C)(C)O2)=[CH:28][CH:27]=1.C([O-])([O-])=O.[K+].[K+].CCO. The catalyst is C(Cl)Cl.C1C=CC([P]([Pd]([P](C2C=CC=CC=2)(C2C=CC=CC=2)C2C=CC=CC=2)([P](C2C=CC=CC=2)(C2C=CC=CC=2)C2C=CC=CC=2)[P](C2C=CC=CC=2)(C2C=CC=CC=2)C2C=CC=CC=2)(C2C=CC=CC=2)C2C=CC=CC=2)=CC=1.O. The product is [CH3:19][O:18][C:14]1[CH:15]=[C:16]2[C:11](=[C:12]([O:20][CH3:21])[CH:13]=1)[C:10](=[O:22])[NH:9][C:8]([C:6]1[N:7]=[C:2]([C:29]3[CH:30]=[CH:31][C:26]([C:25]([N:24]([CH3:42])[CH3:23])=[O:41])=[CH:27][CH:28]=3)[CH:3]=[CH:4][CH:5]=1)=[CH:17]2. The yield is 0.130.